Task: Predict the product of the given reaction.. Dataset: Forward reaction prediction with 1.9M reactions from USPTO patents (1976-2016) (1) Given the reactants [F:1][C:2]([F:24])([F:23])[CH:3]([CH2:6][N:7]1[CH2:12][CH2:11][O:10][CH:9]([C:13]2[CH:18]=[CH:17][CH:16]=[C:15]([C:19]([F:22])([F:21])[F:20])[CH:14]=2)[CH2:8]1)[CH2:4][OH:5].CCN(C(C)C)C(C)C.[CH3:34][S:35](Cl)(=[O:37])=[O:36], predict the reaction product. The product is: [F:24][C:2]([F:1])([F:23])[CH:3]([CH2:6][N:7]1[CH2:12][CH2:11][O:10][CH:9]([C:13]2[CH:18]=[CH:17][CH:16]=[C:15]([C:19]([F:20])([F:21])[F:22])[CH:14]=2)[CH2:8]1)[CH2:4][O:5][S:35]([CH3:34])(=[O:37])=[O:36]. (2) Given the reactants Cl[C:2]([O:4][CH:5]([Cl:7])[CH3:6])=[O:3].[CH3:8][O:9][CH2:10][CH2:11][O:12][CH2:13][CH2:14][O:15][CH2:16][CH2:17][OH:18].N1C=CC=CC=1, predict the reaction product. The product is: [C:2](=[O:3])([O:18][CH2:17][CH2:16][O:15][CH2:14][CH2:13][O:12][CH2:11][CH2:10][O:9][CH3:8])[O:4][CH:5]([Cl:7])[CH3:6]. (3) Given the reactants [CH:1]1([C:7]2[CH:15]=[CH:14][CH:13]=[CH:12][C:8]=2[C:9]([OH:11])=O)[CH2:6][CH2:5][CH2:4][CH2:3][CH2:2]1.CN(C(ON1N=NC2C=CC=NC1=2)=[N+](C)C)C.F[P-](F)(F)(F)(F)F.[NH2:40][C:41]1[CH:42]=[C:43]([S:47]([NH2:50])(=[O:49])=[O:48])[CH:44]=[CH:45][CH:46]=1.C(N(CC)CC)C, predict the reaction product. The product is: [CH:1]1([C:7]2[CH:15]=[CH:14][CH:13]=[CH:12][C:8]=2[C:9]([NH:40][C:41]2[CH:46]=[CH:45][CH:44]=[C:43]([S:47]([NH2:50])(=[O:48])=[O:49])[CH:42]=2)=[O:11])[CH2:2][CH2:3][CH2:4][CH2:5][CH2:6]1. (4) Given the reactants [NH2:1][C:2]1[C:11]2[C:6](=[CH:7][CH:8]=[CH:9][C:10]=2[O:12][CH2:13][C@@H:14]([NH2:17])[CH2:15][CH3:16])[N:5]=[C:4]([CH3:18])[C:3]=1[C:19]([O:21][CH2:22][CH3:23])=[O:20].[OH:24][C:25]1[CH:33]=[CH:32][CH:31]=[CH:30][C:26]=1[C:27](O)=[O:28], predict the reaction product. The product is: [NH2:1][C:2]1[C:11]2[C:6](=[CH:7][CH:8]=[CH:9][C:10]=2[O:12][CH2:13][C@@H:14]([NH:17][C:27](=[O:28])[C:26]2[CH:30]=[CH:31][CH:32]=[CH:33][C:25]=2[OH:24])[CH2:15][CH3:16])[N:5]=[C:4]([CH3:18])[C:3]=1[C:19]([O:21][CH2:22][CH3:23])=[O:20]. (5) The product is: [CH3:14][N:15]([CH3:16])[C:2]1[CH:3]=[CH:4][C:5]([N+:11]([O-:13])=[O:12])=[C:6]([CH:10]=1)[C:7]([OH:9])=[O:8]. Given the reactants Cl[C:2]1[CH:3]=[CH:4][C:5]([N+:11]([O-:13])=[O:12])=[C:6]([CH:10]=1)[C:7]([OH:9])=[O:8].[CH3:14][NH:15][CH3:16].Cl, predict the reaction product. (6) Given the reactants [C:1]([O:5][C:6]([N:8]1[CH2:13][CH2:12][CH:11]([CH:14]([C:16]2[CH:21]=[CH:20][CH:19]=[CH:18][C:17]=2[C:22]([F:25])([CH3:24])[CH3:23])[OH:15])[CH2:10][CH2:9]1)=[O:7])([CH3:4])([CH3:3])[CH3:2].CC(OI1(OC(C)=O)(OC(C)=O)OC(=O)C2C=CC=CC1=2)=O.[OH-].[Na+], predict the reaction product. The product is: [C:1]([O:5][C:6]([N:8]1[CH2:13][CH2:12][CH:11]([C:14]([C:16]2[CH:21]=[CH:20][CH:19]=[CH:18][C:17]=2[C:22]([F:25])([CH3:24])[CH3:23])=[O:15])[CH2:10][CH2:9]1)=[O:7])([CH3:4])([CH3:2])[CH3:3]. (7) Given the reactants [O:1]1[C:5]2[CH:6]=[CH:7][C:8]([C@@H:10]([OH:51])[CH2:11][S:12][C@H:13]3[C:16](=[O:17])[N:15]([C:18]4[CH:23]=[CH:22][C:21]([F:24])=[CH:20][CH:19]=4)[C@@H:14]3[C:25]3[CH:50]=[CH:49][C:28]([O:29][CH2:30][C:31]([NH:33][CH2:34][C:35]([NH:37][C@H:38]([C:46]([OH:48])=[O:47])[CH2:39][CH2:40][CH2:41][CH2:42][N:43]([CH3:45])[CH3:44])=[O:36])=[O:32])=[CH:27][CH:26]=3)=[CH:9][C:4]=2[CH2:3][CH2:2]1.O.C([O-])(=O)C.[NH4+], predict the reaction product. The product is: [O:1]1[C:5]2[CH:6]=[CH:7][C:8]([CH:10]([OH:51])[CH2:11][S:12][C@H:13]3[C:16](=[O:17])[N:15]([C:18]4[CH:23]=[CH:22][C:21]([F:24])=[CH:20][CH:19]=4)[C@@H:14]3[C:25]3[CH:26]=[CH:27][C:28]([O:29][CH2:30][C:31]([NH:33][CH2:34][C:35]([NH:37][C@H:38]([C:46]([OH:48])=[O:47])[CH2:39][CH2:40][CH2:41][CH2:42][N:43]([CH3:44])[CH3:45])=[O:36])=[O:32])=[CH:49][CH:50]=3)=[CH:9][C:4]=2[CH2:3][CH2:2]1. (8) Given the reactants [N+:1]([C:4]1[CH:9]=[CH:8][C:7]([O:10][C:11]2[CH:16]=[CH:15][CH:14]=[CH:13][CH:12]=2)=[CH:6][CH:5]=1)([O-:3])=[O:2].C(=O)([O-])[O-].[K+].[K+].C(O)(=O)C(C)(C)C.[OH-].[Na+], predict the reaction product. The product is: [N+:1]([C:4]1[CH:5]=[CH:6][C:7]2[O:10][C:11]3[CH:16]=[CH:15][CH:14]=[CH:13][C:12]=3[C:8]=2[CH:9]=1)([O-:3])=[O:2]. (9) Given the reactants Cl[C:2]1[CH:7]=[C:6]([C:8]([N:10]2[CH2:15][CH2:14][N:13]([CH:16]([CH3:18])[CH3:17])[CH2:12][CH2:11]2)=[O:9])[CH:5]=[CH:4][N:3]=1.Cl[C:20]1[CH:21]=[C:22]([CH:26]=[CH:27][N:28]=1)C(O)=O.[CH:29]([N:32]1CCNCC1)(C)[CH3:30], predict the reaction product. The product is: [CH:16]([N:13]1[CH2:14][CH2:15][N:10]([C:8]([C:6]2[CH:5]=[CH:4][N:3]=[C:2]([NH:32][CH2:29][CH2:30][N:28]3[CH2:20][CH2:21][CH2:22][CH2:26][CH2:27]3)[CH:7]=2)=[O:9])[CH2:11][CH2:12]1)([CH3:18])[CH3:17]. (10) Given the reactants I[C:2]1[CH:3]=[C:4]([CH:9]=[CH:10][CH:11]=1)[C:5]([O:7][CH3:8])=[O:6].[C:12]1([C:18]#[CH:19])[CH:17]=[CH:16][CH:15]=[CH:14][CH:13]=1.N1CCCCC1.C(Cl)Cl, predict the reaction product. The product is: [C:12]1([C:18]#[C:19][C:2]2[CH:3]=[C:4]([CH:9]=[CH:10][CH:11]=2)[C:5]([O:7][CH3:8])=[O:6])[CH:17]=[CH:16][CH:15]=[CH:14][CH:13]=1.